From a dataset of Reaction yield outcomes from USPTO patents with 853,638 reactions. Predict the reaction yield, written as a fraction of the theoretical maximum amount of product (1.0 means a 100% yield; for example, 0.34 means a 34% yield). The catalyst is CN(C=O)C. The product is [CH3:17][O:18][C:19](=[O:27])[CH2:20][O:21][CH2:22][C:23]#[C:24][CH2:25][N:15]1[C:14](=[O:16])[CH2:13][CH2:12][CH2:11][C@@H:10]1[CH2:9][O:8][CH:6]([O:5][CH2:3][CH3:4])[CH3:7]. The reactants are [H-].[Na+].[CH2:3]([O:5][CH:6]([O:8][CH2:9][C@@H:10]1[NH:15][C:14](=[O:16])[CH2:13][CH2:12][CH2:11]1)[CH3:7])[CH3:4].[CH3:17][O:18][C:19](=[O:27])[CH2:20][O:21][CH2:22][C:23]#[C:24][CH2:25]I.C([O-])(O)=O.[Na+]. The yield is 0.210.